Dataset: Full USPTO retrosynthesis dataset with 1.9M reactions from patents (1976-2016). Task: Predict the reactants needed to synthesize the given product. (1) Given the product [ClH:53].[ClH:53].[CH2:19]([N:21]1[CH2:22][CH2:23][N:24]([C:27]2[N:28]=[C:29]([C:36]3[CH:37]=[CH:38][C:39]([CH:42]([CH:11]4[CH2:12][CH2:13][CH2:17][CH2:16][CH2:54]4)[OH:43])=[CH:40][CH:41]=3)[CH:30]=[C:31]3[CH:35]=[CH:34][S:33][C:32]=23)[CH2:25][CH2:26]1)[CH3:20], predict the reactants needed to synthesize it. The reactants are: C(N1CCN(C2N=[C:11](Br)[CH:12]=[C:13]3[CH:17]=[CH:16]SC=23)CC1)C.[CH2:19]([N:21]1[CH2:26][CH2:25][N:24]([C:27]2[N:28]=[C:29]([C:36]3[CH:41]=[CH:40][C:39]([CH2:42][O:43]C(=O)CC4CCCCC4)=[CH:38][CH:37]=3)[CH:30]=[C:31]3[CH:35]=[CH:34][S:33][C:32]=23)[CH2:23][CH2:22]1)[CH3:20].[ClH:53].[C:54](OCC)(=O)C. (2) The reactants are: Br.[N+:2]([C:5]1[CH:20]=[CH:19][C:8]([CH2:9][N:10]2[CH2:15][CH2:14][N:13]([CH2:16][CH2:17][OH:18])[CH2:12][CH2:11]2)=[CH:7][CH:6]=1)([O-:4])=[O:3].N1C=CN=C1.[C:26]([Si:30](Cl)([CH3:32])[CH3:31])([CH3:29])([CH3:28])[CH3:27]. Given the product [C:26]([Si:30]([CH3:32])([CH3:31])[O:18][CH2:17][CH2:16][N:13]1[CH2:12][CH2:11][N:10]([CH2:9][C:8]2[CH:19]=[CH:20][C:5]([N+:2]([O-:4])=[O:3])=[CH:6][CH:7]=2)[CH2:15][CH2:14]1)([CH3:29])([CH3:28])[CH3:27], predict the reactants needed to synthesize it. (3) Given the product [N+:16]([C:19]1[CH:24]=[C:23]([C:9]2[N:8]([C:6]([O:5][C:1]([CH3:4])([CH3:3])[CH3:2])=[O:7])[CH:12]=[CH:11][CH:10]=2)[CH:22]=[CH:21][CH:20]=1)([O-:18])=[O:17], predict the reactants needed to synthesize it. The reactants are: [C:1]([O:5][C:6]([N:8]1[CH:12]=[CH:11][CH:10]=[C:9]1B(O)O)=[O:7])([CH3:4])([CH3:3])[CH3:2].[N+:16]([C:19]1[CH:20]=[C:21](Br)[CH:22]=[CH:23][CH:24]=1)([O-:18])=[O:17]. (4) Given the product [Cl:1][C:2]1[C:7]([F:8])=[CH:6][CH:5]=[C:4]([O:9][CH3:10])[C:3]=1[C@H:11]([C:13]1[C:21]2[C:16](=[N:17][CH:18]=[C:19]([C:48]3[C:47]([CH3:52])=[N:46][N:45]([C@H:42]4[CH2:43][CH2:44][C@H:39]([OH:38])[CH2:40][CH2:41]4)[C:49]=3[CH3:50])[CH:20]=2)[NH:15][CH:14]=1)[CH3:12], predict the reactants needed to synthesize it. The reactants are: [Cl:1][C:2]1[C:7]([F:8])=[CH:6][CH:5]=[C:4]([O:9][CH3:10])[C:3]=1[C@H:11]([C:13]1[C:21]2[C:16](=[N:17][CH:18]=[C:19](B3OC(C)(C)C(C)(C)O3)[CH:20]=2)[NH:15][CH:14]=1)[CH3:12].[Si]([O:38][C@H:39]1[CH2:44][CH2:43][C@H:42]([N:45]2[C:49]([CH3:50])=[C:48](I)[C:47]([CH3:52])=[N:46]2)[CH2:41][CH2:40]1)(C(C)(C)C)(C)C.C([O-])(O)=O.[Na+].Cl. (5) Given the product [CH3:1][O:2][C:3]1[C:12]([O:13][CH3:14])=[C:11]2[C:6]([C:7]([N:15]([CH3:23])[C@H:16]3[CH2:20][CH2:19][O:18][CH2:17]3)=[N:8][CH:9]=[N:10]2)=[CH:5][CH:4]=1, predict the reactants needed to synthesize it. The reactants are: [CH3:1][O:2][C:3]1[C:12]([O:13][CH3:14])=[C:11]2[C:6]([C:7]([NH:15][C@@H:16]3[CH2:20][CH2:19][O:18][CH2:17]3)=[N:8][CH:9]=[N:10]2)=[CH:5][CH:4]=1.[H-].[Na+].[CH3:23]I. (6) Given the product [Si:1]([O:8][C@H:9]([C:63]1[C:68]2[O:69][CH2:70][C:71](=[O:73])[NH:72][C:67]=2[C:66]([OH:74])=[CH:65][CH:64]=1)[CH2:10][NH:11][CH2:12][CH2:13][CH2:113][C:112]#[C:111][C:108]1[CH:109]=[CH:110][C:105]([NH:104][C:103]([C:99]2[CH:98]=[C:97]([S:94]([C:91]3[CH:92]=[C:93]4[C:88](=[C:89]([CH3:119])[CH:90]=3)[N:87]=[CH:86][C:85]([C:120]([NH2:122])=[O:121])=[C:84]4[NH:83][C:79]3[CH:80]=[CH:81][CH:82]=[C:77]([O:76][CH3:75])[CH:78]=3)(=[O:95])=[O:96])[CH:102]=[CH:101][CH:100]=2)=[O:118])=[C:106]([CH3:117])[CH:107]=1)([C:4]([CH3:6])([CH3:5])[CH3:7])([CH3:3])[CH3:2], predict the reactants needed to synthesize it. The reactants are: [Si:1]([O:8][C@H:9]([C:63]1[C:68]2[O:69][CH2:70][C:71](=[O:73])[NH:72][C:67]=2[C:66]([OH:74])=[CH:65][CH:64]=1)[CH2:10][NH:11][CH2:12][CH2:13]CCC1C=CC(C2C=CC(NC(C3C=C(S(C4C=C5C(=C(C)C=4)N=CC(C(N)=O)=C5NC4C=CC=C(OC)C=4)(=O)=O)C=CC=3)=O)=CC=2)=CC=1)([C:4]([CH3:7])([CH3:6])[CH3:5])([CH3:3])[CH3:2].[CH3:75][O:76][C:77]1[CH:78]=[C:79]([NH:83][C:84]2[C:93]3[C:88](=[C:89]([CH3:119])[CH:90]=[C:91]([S:94]([C:97]4[CH:102]=[CH:101][CH:100]=[C:99]([C:103](=[O:118])[NH:104][C:105]5[CH:110]=[CH:109][C:108]([C:111]#[C:112][CH2:113]CC=O)=[CH:107][C:106]=5[CH3:117])[CH:98]=4)(=[O:96])=[O:95])[CH:92]=3)[N:87]=[CH:86][C:85]=2[C:120]([NH2:122])=[O:121])[CH:80]=[CH:81][CH:82]=1. (7) Given the product [CH3:1][O:2][C:3]1[CH:4]=[CH:5][CH:6]=[C:7]2[C:12]=1[N:11]([CH3:13])[C:10](=[O:14])[CH:9]=[C:8]2[CH:15]=[O:16], predict the reactants needed to synthesize it. The reactants are: [CH3:1][O:2][C:3]1[CH:4]=[CH:5][CH:6]=[C:7]2[C:12]=1[N:11]([CH3:13])[C:10](=[O:14])[CH:9]=[C:8]2[CH3:15].[O:16]1CCOCC1.